From a dataset of Catalyst prediction with 721,799 reactions and 888 catalyst types from USPTO. Predict which catalyst facilitates the given reaction. (1) Reactant: [NH2:1][C:2]1[C:3]([N:23]2[CH2:28][CH2:27][N:26]([C:29]3[CH:34]=[CH:33][CH:32]=[CH:31][C:30]=3[CH3:35])[CH2:25][CH2:24]2)=[CH:4][C:5]([CH:20]2[CH2:22][CH2:21]2)=[C:6]([CH:19]=1)[C:7]([NH:9][CH2:10][CH2:11][CH2:12][N:13]1[CH2:17][CH2:16][CH2:15][C:14]1=[O:18])=[O:8].[CH:36]1([C:39]2[O:40][CH:41]=[C:42]([C:44](O)=[O:45])[N:43]=2)[CH2:38][CH2:37]1.C(N(CC)C(C)C)(C)C.CN(C(ON1N=NC2C=CC=NC1=2)=[N+](C)C)C.F[P-](F)(F)(F)(F)F. Product: [CH:20]1([C:5]2[C:6]([C:7](=[O:8])[NH:9][CH2:10][CH2:11][CH2:12][N:13]3[CH2:17][CH2:16][CH2:15][C:14]3=[O:18])=[CH:19][C:2]([NH:1][C:44]([C:42]3[N:43]=[C:39]([CH:36]4[CH2:38][CH2:37]4)[O:40][CH:41]=3)=[O:45])=[C:3]([N:23]3[CH2:24][CH2:25][N:26]([C:29]4[CH:34]=[CH:33][CH:32]=[CH:31][C:30]=4[CH3:35])[CH2:27][CH2:28]3)[CH:4]=2)[CH2:21][CH2:22]1. The catalyst class is: 35. (2) Reactant: Cl[CH2:2][C:3]1[CH:4]=[CH:5][C:6]([F:19])=[C:7]([CH:18]=1)[O:8][CH2:9][C:10]1[C:15]([CH3:16])=[CH:14][CH:13]=[CH:12][C:11]=1[CH3:17].[C-:20]#[N:21].[Na+]. Product: [CH3:17][C:11]1[CH:12]=[CH:13][CH:14]=[C:15]([CH3:16])[C:10]=1[CH2:9][O:8][C:7]1[CH:18]=[C:3]([CH2:2][C:20]#[N:21])[CH:4]=[CH:5][C:6]=1[F:19]. The catalyst class is: 3. (3) The catalyst class is: 1. Product: [CH2:11]([O:13][C:14]([CH:16]([CH2:59][C:58]1[CH:61]=[CH:62][CH:63]=[CH:64][C:57]=1[N+:54]([O-:56])=[O:55])[CH2:17][N:18]1[CH2:19][CH2:20][C:21]2([C:31]3[C:26](=[CH:27][CH:28]=[CH:29][CH:30]=3)[CH2:25][CH2:24]2)[CH2:22][CH2:23]1)=[O:15])[CH3:12]. Reactant: C[Si]([N-][Si](C)(C)C)(C)C.[Li+].[CH2:11]([O:13][C:14]([CH2:16][CH2:17][N:18]1[CH2:23][CH2:22][C:21]2([C:31]3[C:26](=[CH:27][CH:28]=[CH:29][CH:30]=3)[CH2:25][CH2:24]2)[CH2:20][CH2:19]1)=[O:15])[CH3:12].N1CCC2(C3C(=CC=CC=3)CC2)CC1.BrCCC(OCC)=O.[N+:54]([C:57]1[CH:64]=[CH:63][CH:62]=[CH:61][C:58]=1[CH2:59]Br)([O-:56])=[O:55]. (4) Reactant: [Cl:1][C:2]1[C:7]([Cl:8])=[CH:6][CH:5]=[CH:4][C:3]=1[CH2:9][CH2:10][N:11]([CH2:19][CH2:20][CH2:21][S:22][CH2:23][CH2:24][NH:25][CH2:26][C@H:27]([OH:39])[C:28]1[C:36]2[S:35][C:34](=[O:37])[NH:33][C:32]=2[C:31]([OH:38])=[CH:30][CH:29]=1)C(=O)OC(C)(C)C.[ClH:40]. Product: [ClH:1].[ClH:40].[Cl:1][C:2]1[C:7]([Cl:8])=[CH:6][CH:5]=[CH:4][C:3]=1[CH2:9][CH2:10][NH:11][CH2:19][CH2:20][CH2:21][S:22][CH2:23][CH2:24][NH:25][CH2:26][C@@H:27]([C:28]1[C:36]2[S:35][C:34](=[O:37])[NH:33][C:32]=2[C:31]([OH:38])=[CH:30][CH:29]=1)[OH:39]. The catalyst class is: 12. (5) Reactant: CS(Cl)(=O)=O.[OH:6][CH2:7][CH2:8][N:9]1[CH2:14][CH2:13][N:12]([CH3:15])[C:11](=[O:16])[CH2:10]1.C(N(CC)CC)C.CS(OCCN1CCN(C)C(=O)C1)(=O)=O.O[C:40]1[CH:45]=[CH:44][C:43]([C:46]2([OH:65])[CH2:51][CH2:50][N:49]([C:52]3[CH:53]=[CH:54][C:55]4[N:56]([C:58]([C:61]([F:64])([F:63])[F:62])=[N:59][N:60]=4)[N:57]=3)[CH2:48][CH2:47]2)=[C:42]([CH3:66])[CH:41]=1.C(=O)([O-])[O-].[K+].[K+]. Product: [OH:65][C:46]1([C:43]2[CH:44]=[CH:45][C:40]([O:6][CH2:7][CH2:8][N:9]3[CH2:14][CH2:13][N:12]([CH3:15])[C:11](=[O:16])[CH2:10]3)=[CH:41][C:42]=2[CH3:66])[CH2:51][CH2:50][N:49]([C:52]2[CH:53]=[CH:54][C:55]3[N:56]([C:58]([C:61]([F:64])([F:63])[F:62])=[N:59][N:60]=3)[N:57]=2)[CH2:48][CH2:47]1. The catalyst class is: 59. (6) Reactant: [Br:1][C:2]1[CH:7]=[C:6]([F:8])[CH:5]=[C:4](Br)[CH:3]=1.C([Li])CCC.[B:15](OC(C)C)([O:20]C(C)C)[O:16]C(C)C. Product: [Br:1][C:2]1[CH:3]=[C:4]([B:15]([OH:20])[OH:16])[CH:5]=[C:6]([F:8])[CH:7]=1. The catalyst class is: 7. (7) Reactant: [C:1]([O:6][CH2:7][CH3:8])(=[O:5])[CH:2]([CH3:4])[CH3:3].[Li+].CC([N-][CH:14]([CH3:16])[CH3:15])C.Br[CH2:18][CH2:19][CH2:20][CH2:21][CH2:22][O:23][CH2:24][CH2:25][CH2:26][CH2:27][CH2:28]Br.[OH2:30].C1[CH2:35][O:34][CH2:33][CH2:32]1. Product: [CH2:33]([O:34][C:35](=[O:30])[C:14]([CH3:15])([CH3:16])[CH2:18][CH2:19][CH2:20][CH2:21][CH2:22][O:23][CH2:24][CH2:25][CH2:26][CH2:27][CH2:28][C:2]([C:1]([O:6][CH2:7][CH3:8])=[O:5])([CH3:4])[CH3:3])[CH3:32]. The catalyst class is: 13.